Dataset: Full USPTO retrosynthesis dataset with 1.9M reactions from patents (1976-2016). Task: Predict the reactants needed to synthesize the given product. Given the product [C:1]([O:5][C:6]([N:8]1[CH2:13][CH2:12][CH:11]([N:14]2[C:18]3=[N:19][CH:20]=[N:21][C:22]([O:24][C:25]4[CH:30]=[CH:29][C:28]([C:31]5[NH:35][N:34]=[N:33][N:32]=5)=[CH:27][CH:26]=4)=[C:17]3[CH:16]=[N:15]2)[CH2:10][CH2:9]1)=[O:7])([CH3:4])([CH3:3])[CH3:2], predict the reactants needed to synthesize it. The reactants are: [C:1]([O:5][C:6]([N:8]1[CH2:13][CH2:12][CH:11]([N:14]2[C:18]3=[N:19][CH:20]=[N:21][C:22](Cl)=[C:17]3[CH:16]=[N:15]2)[CH2:10][CH2:9]1)=[O:7])([CH3:4])([CH3:3])[CH3:2].[OH:24][C:25]1[CH:30]=[CH:29][C:28]([C:31]2[NH:35][N:34]=[N:33][N:32]=2)=[CH:27][CH:26]=1.C(=O)([O-])[O-].[K+].[K+].